This data is from Full USPTO retrosynthesis dataset with 1.9M reactions from patents (1976-2016). The task is: Predict the reactants needed to synthesize the given product. (1) The reactants are: [CH3:1][O:2][C:3]1[CH:4]=[C:5]2[C:10](=[CH:11][C:12]=1[O:13][CH3:14])[N:9]=[CH:8][CH:7]=[C:6]2[O:15][C:16]1[CH:21]=[CH:20][C:19]([OH:22])=[CH:18][CH:17]=1.[H-].[Na+].COC1C=C2C(=CC=1OC)N=[CH:32][CH:31]=[C:30]2[O:39][C:40]1[CH:45]=[CH:44][C:43](NC(NC2CCNCC2)=O)=[CH:42][CH:41]=1.[C:56](=O)([O-])[OH:57].[Na+]. Given the product [CH3:1][O:2][C:3]1[CH:4]=[C:5]2[C:10](=[CH:11][C:12]=1[O:13][CH3:14])[N:9]=[CH:8][CH:7]=[C:6]2[O:15][C:16]1[CH:17]=[CH:18][C:19]([O:22][CH2:32][CH2:31][CH2:30][O:39][C:40]2[CH:41]=[CH:42][CH:43]=[CH:44][C:45]=2[O:57][CH3:56])=[CH:20][CH:21]=1, predict the reactants needed to synthesize it. (2) Given the product [CH2:1]([O:8][C:9]([N:11]1[CH2:16][CH2:15][CH2:14][C:13]([NH2:45])([CH3:18])[CH2:12]1)=[O:10])[C:2]1[CH:7]=[CH:6][CH:5]=[CH:4][CH:3]=1, predict the reactants needed to synthesize it. The reactants are: [CH2:1]([O:8][C:9]([N:11]1[CH2:16][CH2:15][CH2:14][C:13]([C:18](=O)N)(C)[CH2:12]1)=[O:10])[C:2]1[CH:7]=[CH:6][CH:5]=[CH:4][CH:3]=1.FC(F)(F)C(=O)OI(C1C=CC=CC=1)OC(C(F)(F)F)=O.O.C(#[N:45])C. (3) Given the product [C:3]([N:22]1[CH:26]=[C:25]([CH2:27][O:28][CH2:30][C:31]([O:33][CH2:34][CH3:35])=[O:32])[N:24]=[CH:23]1)([C:16]1[CH:17]=[CH:18][CH:19]=[CH:20][CH:21]=1)([C:10]1[CH:11]=[CH:12][CH:13]=[CH:14][CH:15]=1)[C:4]1[CH:9]=[CH:8][CH:7]=[CH:6][CH:5]=1, predict the reactants needed to synthesize it. The reactants are: [H-].[Na+].[C:3]([N:22]1[CH:26]=[C:25]([CH2:27][OH:28])[N:24]=[CH:23]1)([C:16]1[CH:21]=[CH:20][CH:19]=[CH:18][CH:17]=1)([C:10]1[CH:15]=[CH:14][CH:13]=[CH:12][CH:11]=1)[C:4]1[CH:9]=[CH:8][CH:7]=[CH:6][CH:5]=1.Br[CH2:30][C:31]([O:33][CH2:34][CH3:35])=[O:32].[I-].[K+]. (4) Given the product [NH:11]1[CH2:12][CH2:13][CH:8]([C:6]2[CH:5]=[CH:4][N:3]=[C:2]([NH2:21])[CH:7]=2)[CH2:9][CH2:10]1, predict the reactants needed to synthesize it. The reactants are: Cl[C:2]1[CH:7]=[C:6]([CH:8]2[CH2:13][CH2:12][N:11](C(OC(C)(C)C)=O)[CH2:10][CH2:9]2)[CH:5]=[CH:4][N:3]=1.[NH3:21].